From a dataset of Full USPTO retrosynthesis dataset with 1.9M reactions from patents (1976-2016). Predict the reactants needed to synthesize the given product. The reactants are: C([O:3][C:4](=[O:34])[C:5]1[CH:10]=[CH:9][C:8]([NH:11][C:12]2[NH:33][C:15]3=[N:16][C:17]([C:27]4[CH:28]=[N:29][CH:30]=[CH:31][CH:32]=4)=[C:18]([C:20]4[CH:25]=[CH:24][N:23]=[CH:22][C:21]=4[F:26])[CH:19]=[C:14]3[N:13]=2)=[CH:7][CH:6]=1)C.Cl. Given the product [F:26][C:21]1[CH:22]=[N:23][CH:24]=[CH:25][C:20]=1[C:18]1[CH:19]=[C:14]2[N:13]=[C:12]([NH:11][C:8]3[CH:9]=[CH:10][C:5]([C:4]([OH:34])=[O:3])=[CH:6][CH:7]=3)[NH:33][C:15]2=[N:16][C:17]=1[C:27]1[CH:28]=[N:29][CH:30]=[CH:31][CH:32]=1, predict the reactants needed to synthesize it.